The task is: Regression. Given two drug SMILES strings and cell line genomic features, predict the synergy score measuring deviation from expected non-interaction effect.. This data is from NCI-60 drug combinations with 297,098 pairs across 59 cell lines. (1) Cell line: 786-0. Drug 1: CNC(=O)C1=NC=CC(=C1)OC2=CC=C(C=C2)NC(=O)NC3=CC(=C(C=C3)Cl)C(F)(F)F. Synergy scores: CSS=1.63, Synergy_ZIP=-0.490, Synergy_Bliss=-0.471, Synergy_Loewe=0.381, Synergy_HSA=-0.879. Drug 2: C1=CN(C=N1)CC(O)(P(=O)(O)O)P(=O)(O)O. (2) Drug 1: C(=O)(N)NO. Drug 2: CN(CCCl)CCCl.Cl. Cell line: RPMI-8226. Synergy scores: CSS=32.9, Synergy_ZIP=-2.73, Synergy_Bliss=-0.277, Synergy_Loewe=-12.4, Synergy_HSA=-1.48. (3) Drug 1: C1CCC(C1)C(CC#N)N2C=C(C=N2)C3=C4C=CNC4=NC=N3. Drug 2: C1C(C(OC1N2C=NC3=C(N=C(N=C32)Cl)N)CO)O. Cell line: OVCAR3. Synergy scores: CSS=2.77, Synergy_ZIP=1.44, Synergy_Bliss=-0.224, Synergy_Loewe=-15.9, Synergy_HSA=-4.62. (4) Drug 1: C1=NC2=C(N=C(N=C2N1C3C(C(C(O3)CO)O)O)F)N. Drug 2: CN(C(=O)NC(C=O)C(C(C(CO)O)O)O)N=O. Cell line: EKVX. Synergy scores: CSS=-5.88, Synergy_ZIP=2.64, Synergy_Bliss=-1.14, Synergy_Loewe=-8.27, Synergy_HSA=-8.15. (5) Drug 1: CC(C1=C(C=CC(=C1Cl)F)Cl)OC2=C(N=CC(=C2)C3=CN(N=C3)C4CCNCC4)N. Drug 2: C1=NC2=C(N=C(N=C2N1C3C(C(C(O3)CO)O)O)F)N. Cell line: DU-145. Synergy scores: CSS=0.0130, Synergy_ZIP=-1.66, Synergy_Bliss=-6.51, Synergy_Loewe=-9.75, Synergy_HSA=-8.81. (6) Drug 1: CS(=O)(=O)C1=CC(=C(C=C1)C(=O)NC2=CC(=C(C=C2)Cl)C3=CC=CC=N3)Cl. Drug 2: C1C(C(OC1N2C=NC3=C(N=C(N=C32)Cl)N)CO)O. Cell line: OVCAR3. Synergy scores: CSS=12.3, Synergy_ZIP=-1.66, Synergy_Bliss=-1.18, Synergy_Loewe=-11.0, Synergy_HSA=-3.03. (7) Drug 1: C1=C(C(=O)NC(=O)N1)F. Drug 2: CC=C1C(=O)NC(C(=O)OC2CC(=O)NC(C(=O)NC(CSSCCC=C2)C(=O)N1)C(C)C)C(C)C. Cell line: A498. Synergy scores: CSS=56.7, Synergy_ZIP=-12.7, Synergy_Bliss=-16.0, Synergy_Loewe=-10.6, Synergy_HSA=-9.12. (8) Drug 1: CC1=C2C(C(=O)C3(C(CC4C(C3C(C(C2(C)C)(CC1OC(=O)C(C(C5=CC=CC=C5)NC(=O)OC(C)(C)C)O)O)OC(=O)C6=CC=CC=C6)(CO4)OC(=O)C)OC)C)OC. Drug 2: CC1CCC2CC(C(=CC=CC=CC(CC(C(=O)C(C(C(=CC(C(=O)CC(OC(=O)C3CCCCN3C(=O)C(=O)C1(O2)O)C(C)CC4CCC(C(C4)OC)OCCO)C)C)O)OC)C)C)C)OC. Cell line: SK-OV-3. Synergy scores: CSS=44.9, Synergy_ZIP=0.433, Synergy_Bliss=-0.642, Synergy_Loewe=0.938, Synergy_HSA=5.94. (9) Drug 1: C1=CC(=CC=C1C#N)C(C2=CC=C(C=C2)C#N)N3C=NC=N3. Drug 2: C1=CN(C=N1)CC(O)(P(=O)(O)O)P(=O)(O)O. Cell line: MDA-MB-231. Synergy scores: CSS=-2.99, Synergy_ZIP=0.923, Synergy_Bliss=-0.766, Synergy_Loewe=-3.50, Synergy_HSA=-3.26.